Dataset: Catalyst prediction with 721,799 reactions and 888 catalyst types from USPTO. Task: Predict which catalyst facilitates the given reaction. (1) Reactant: C(OC([NH:8][CH2:9][CH2:10][CH2:11][CH2:12][C@H:13]([NH:21][S:22](=[O:47])(=[O:46])[NH:23][C@@H:24]1[CH2:39][C:38]2=[CH:40][CH:41]=[C:35]([CH:36]=[CH:37]2)[O:34][CH2:33][CH2:32][CH2:31][CH2:30][O:29][CH2:28][C@H:27]([CH:42]([CH3:44])[CH3:43])[NH:26][C:25]1=[O:45])[C:14]([O:16]C(C)(C)C)=[O:15])=O)(C)(C)C. Product: [NH2:8][CH2:9][CH2:10][CH2:11][CH2:12][C@H:13]([NH:21][S:22](=[O:46])(=[O:47])[NH:23][C@@H:24]1[CH2:39][C:38]2=[CH:37][CH:36]=[C:35]([CH:41]=[CH:40]2)[O:34][CH2:33][CH2:32][CH2:31][CH2:30][O:29][CH2:28][C@H:27]([CH:42]([CH3:44])[CH3:43])[NH:26][C:25]1=[O:45])[C:14]([OH:16])=[O:15]. The catalyst class is: 620. (2) Reactant: C[O:2][C:3](=[O:32])[C:4]([C:7]1[CH:12]=[CH:11][C:10]([C:13]#[C:14][C:15]2[CH:24]=[CH:23][C:22]3[CH:21]([N:25]([CH:27]4[CH2:29][CH2:28]4)[CH3:26])[CH2:20][CH2:19][C:18]([CH3:31])([CH3:30])[C:17]=3[CH:16]=2)=[CH:9][CH:8]=1)([CH3:6])[CH3:5].[OH-].[Na+]. Product: [CH:27]1([N:25]([CH3:26])[CH:21]2[CH2:20][CH2:19][C:18]([CH3:30])([CH3:31])[C:17]3[CH:16]=[C:15]([C:14]#[C:13][C:10]4[CH:9]=[CH:8][C:7]([C:4]([CH3:6])([CH3:5])[C:3]([OH:32])=[O:2])=[CH:12][CH:11]=4)[CH:24]=[CH:23][C:22]2=3)[CH2:28][CH2:29]1. The catalyst class is: 111. (3) Reactant: [NH:1]1[CH:5]=[CH:4][CH:3]=[C:2]1[CH:6]=O.[Cl-].[Cl:9][C:10]1[CH:35]=[CH:34][CH:33]=[CH:32][C:11]=1[CH2:12][P+](C1C=CC=CC=1)(C1C=CC=CC=1)C1C=CC=CC=1.[OH-].[Na+]. Product: [Cl:9][C:10]1[CH:35]=[CH:34][CH:33]=[CH:32][C:11]=1[CH:12]=[CH:6][C:2]1[NH:1][CH:5]=[CH:4][CH:3]=1. The catalyst class is: 4. (4) Reactant: [N:1]1[C:10]2[C:5](=[CH:6][CH:7]=[CH:8][CH:9]=2)[CH:4]=[C:3]([C:11]2[CH:12]=[N:13][N:14]3[C:19]([N:20](COCC[Si](C)(C)C)COCC[Si](C)(C)C)=[C:18]([C:37]([O:39][CH2:40][CH3:41])=[CH2:38])[C:17]([CH:42]4[CH2:47][CH2:46][S:45](=[O:49])(=[O:48])[CH2:44][CH2:43]4)=[N:16][C:15]=23)[CH:2]=1. Product: [N:1]1[C:10]2[C:5](=[CH:6][CH:7]=[CH:8][CH:9]=2)[CH:4]=[C:3]([C:11]2[CH:12]=[N:13][N:14]3[C:19]([NH2:20])=[C:18]([C:37]([O:39][CH2:40][CH3:41])=[CH2:38])[C:17]([CH:42]4[CH2:43][CH2:44][S:45](=[O:49])(=[O:48])[CH2:46][CH2:47]4)=[N:16][C:15]=23)[CH:2]=1. The catalyst class is: 14. (5) Reactant: [CH3:1][O:2][C:3](=O)/[CH:4]=[C:5](/[CH:14]([F:16])[F:15])\[C:6](=[N+:12]=[N-:13])[C:7]([O:9][CH2:10][CH3:11])=[O:8].C1C=CC(P(C2C=CC=CC=2)C2C=CC=CC=2)=CC=1. Product: [CH2:10]([O:9][C:7]([C:6]1[N:12]=[N:13][C:3]([O:2][CH3:1])=[CH:4][C:5]=1[CH:14]([F:16])[F:15])=[O:8])[CH3:11]. The catalyst class is: 28. (6) Reactant: [CH3:1][C:2]1[CH:7]=[C:6]([CH3:8])[CH:5]=[C:4]([CH3:9])[C:3]=1[NH:10][C:11]1[CH:16]=[CH:15][N:14]=[C:13]([NH:17][C:18]2[CH:25]=[CH:24][C:21]([C:22]#[N:23])=[CH:20][CH:19]=2)[N:12]=1.[ClH:26].CC(O)C. Product: [ClH:26].[CH3:1][C:2]1[CH:7]=[C:6]([CH3:8])[CH:5]=[C:4]([CH3:9])[C:3]=1[NH:10][C:11]1[CH:16]=[CH:15][N:14]=[C:13]([NH:17][C:18]2[CH:25]=[CH:24][C:21]([C:22]#[N:23])=[CH:20][CH:19]=2)[N:12]=1. The catalyst class is: 8. (7) Reactant: [C:1]([NH:4][C:5]1[CH:6]=[C:7]2[C:12](=[CH:13][CH:14]=1)[O:11][CH:10]([CH2:15][C:16]([O:18]CC)=[O:17])[CH2:9][CH2:8]2)(=[O:3])[CH3:2].CO.[OH-].[Na+].Cl. Product: [C:1]([NH:4][C:5]1[CH:6]=[C:7]2[C:12](=[CH:13][CH:14]=1)[O:11][CH:10]([CH2:15][C:16]([OH:18])=[O:17])[CH2:9][CH2:8]2)(=[O:3])[CH3:2]. The catalyst class is: 389. (8) Reactant: [CH3:1][O:2][C:3]1[C:8]2[C:9]([C:30]3[CH:35]=[CH:34][CH:33]=[CH:32][CH:31]=3)=[C:10]([C:12]3[CH:17]=[CH:16][C:15]([C:18]4([NH:22]C(=O)OC(C)(C)C)[CH2:21][CH2:20][CH2:19]4)=[CH:14][CH:13]=3)[O:11][C:7]=2[CH:6]=[CH:5][N:4]=1.C(O)(C(F)(F)F)=O. Product: [CH3:1][O:2][C:3]1[C:8]2[C:9]([C:30]3[CH:35]=[CH:34][CH:33]=[CH:32][CH:31]=3)=[C:10]([C:12]3[CH:13]=[CH:14][C:15]([C:18]4([NH2:22])[CH2:19][CH2:20][CH2:21]4)=[CH:16][CH:17]=3)[O:11][C:7]=2[CH:6]=[CH:5][N:4]=1. The catalyst class is: 2.